Dataset: Catalyst prediction with 721,799 reactions and 888 catalyst types from USPTO. Task: Predict which catalyst facilitates the given reaction. Reactant: [F:1][C:2]1[CH:3]=[C:4]([C:20]([NH2:22])=[O:21])[C:5]2[O:9][C:8]([C:10]3[CH:15]=[CH:14][C:13]([CH2:16][NH:17][CH3:18])=[CH:12][CH:11]=3)=[CH:7][C:6]=2[CH:19]=1.C([Cl:26])(=O)C. Product: [ClH:26].[F:1][C:2]1[CH:3]=[C:4]([C:20]([NH2:22])=[O:21])[C:5]2[O:9][C:8]([C:10]3[CH:15]=[CH:14][C:13]([CH2:16][NH:17][CH3:18])=[CH:12][CH:11]=3)=[CH:7][C:6]=2[CH:19]=1. The catalyst class is: 5.